Dataset: Forward reaction prediction with 1.9M reactions from USPTO patents (1976-2016). Task: Predict the product of the given reaction. (1) The product is: [F:3][C:4]1[C:9]([F:10])=[C:8]([O:11][CH3:12])[CH:7]=[CH:6][C:5]=1[CH2:13][CH:14]([C:15]1[NH:19][C:18]2[CH:20]=[CH:21][C:22]([F:24])=[CH:23][C:17]=2[N:16]=1)[NH2:25]. Given the reactants N#N.[F:3][C:4]1[C:9]([F:10])=[C:8]([O:11][CH3:12])[CH:7]=[CH:6][C:5]=1[CH2:13][CH:14]([NH:25]C(=O)OC(C)(C)C)[C:15]1[NH:19][C:18]2[CH:20]=[CH:21][C:22]([F:24])=[CH:23][C:17]=2[N:16]=1.Cl, predict the reaction product. (2) The product is: [CH3:14][O:13][N:12]([CH3:11])[C:7]([CH:4]1[CH2:3][CH2:2][O:1][CH2:6][CH2:5]1)=[O:9]. Given the reactants [O:1]1[CH2:6][CH2:5][CH:4]([C:7]([OH:9])=O)[CH2:3][CH2:2]1.Cl.[CH3:11][NH:12][O:13][CH3:14].CN1CCOCC1.Cl.CN(C)CCCN=C=NCC, predict the reaction product.